This data is from Reaction yield outcomes from USPTO patents with 853,638 reactions. The task is: Predict the reaction yield, written as a fraction of the theoretical maximum amount of product (1.0 means a 100% yield; for example, 0.34 means a 34% yield). (1) The reactants are [NH2:1][C:2]1[C:3]([Cl:8])=[N:4][CH:5]=[CH:6][CH:7]=1.[N:9]([O-])=O.[Na+].O.O.[Sn](Cl)Cl.[OH-].[Na+]. The catalyst is Cl.O. The product is [Cl:8][C:3]1[C:2]([NH:1][NH2:9])=[CH:7][CH:6]=[CH:5][N:4]=1. The yield is 0.360. (2) The reactants are [F:1][C:2]([F:11])([F:10])[C:3]1[CH:8]=[CH:7][CH:6]=[CH:5][C:4]=1[SH:9].II. The catalyst is C(#N)C. The product is [F:11][C:2]([F:1])([F:10])[C:3]1[CH:8]=[CH:7][CH:6]=[CH:5][C:4]=1[S:9][S:9][C:4]1[CH:5]=[CH:6][CH:7]=[CH:8][C:3]=1[C:2]([F:11])([F:10])[F:1]. The yield is 0.440. (3) The reactants are [F:1][C:2]1[CH:28]=[CH:27][C:5]([C:6]([N:8]2[CH2:13][CH2:12][CH2:11][C@H:10]([C:14]([NH:16][NH:17][C:18](=O)[C:19]3[CH:24]=[CH:23][C:22]([F:25])=[CH:21][CH:20]=3)=[O:15])[CH2:9]2)=[O:7])=[CH:4][CH:3]=1.C1(C)C=CC(S(Cl)(=O)=O)=CC=1.C(N=P1(N(CC)CC)N(C)CCCN1C)(C)(C)C. The catalyst is O1CCCC1. The product is [F:1][C:2]1[CH:28]=[CH:27][C:5]([C:6]([N:8]2[CH2:13][CH2:12][CH2:11][CH:10]([C:14]3[O:15][C:18]([C:19]4[CH:20]=[CH:21][C:22]([F:25])=[CH:23][CH:24]=4)=[N:17][N:16]=3)[CH2:9]2)=[O:7])=[CH:4][CH:3]=1. The yield is 0.850. (4) The reactants are C(NC(C)C)(C)C.[Li]CCCC.[Br:13][C:14]1[CH:19]=[CH:18][C:17]([Cl:20])=[CH:16][N:15]=1.CN([CH:24]=[O:25])C.[OH-].[Na+]. The catalyst is C1COCC1.O. The product is [Br:13][C:14]1[CH:19]=[C:18]([CH:24]=[O:25])[C:17]([Cl:20])=[CH:16][N:15]=1. The yield is 0.720. (5) The reactants are [Br:1][C:2]1[CH:7]=[C:6]([N+:8]([O-:10])=[O:9])[C:5]([CH3:11])=[CH:4][C:3]=1F.[CH3:13][OH:14]. No catalyst specified. The product is [Br:1][C:2]1[CH:7]=[C:6]([N+:8]([O-:10])=[O:9])[C:5]([CH3:11])=[CH:4][C:3]=1[O:14][CH3:13]. The yield is 0.878. (6) The reactants are [Br:1][C:2]1[CH:7]=[CH:6][C:5]([OH:8])=[C:4]([CH:9]2[CH2:13][CH2:12][CH2:11][CH2:10]2)[CH:3]=1.C(N(CC)CC)C.Cl[C:22]([O:24][CH3:25])=[O:23]. The catalyst is CN(C1C=CN=CC=1)C.ClCCl. The yield is 0.850. The product is [C:22](=[O:23])([O:24][CH3:25])[O:8][C:5]1[CH:6]=[CH:7][C:2]([Br:1])=[CH:3][C:4]=1[CH:9]1[CH2:13][CH2:12][CH2:11][CH2:10]1. (7) The reactants are [ClH:1].[N:2]1[CH:7]=[C:6]([C:8]2[CH:9]=[CH:10][CH:11]=[C:12]3[C:17]=2[C:16](=[O:18])[N:15]([CH:19]2[CH2:21][CH:20]2[C:22]2[CH:31]=[CH:30][C:29]4[C:24](=[CH:25][CH:26]=[CH:27][CH:28]=4)[N:23]=2)[CH:14]=[CH:13]3)[CH:5]=[N:4][CH:3]=1.C(=O)([O-])O.[Na+]. The catalyst is C(Cl)Cl. The product is [Cl:1][C:13]1[C:12]2[C:17](=[C:8]([C:6]3[CH:5]=[N:4][CH:3]=[N:2][CH:7]=3)[CH:9]=[CH:10][CH:11]=2)[C:16](=[O:18])[N:15]([CH:19]2[CH2:21][CH:20]2[C:22]2[CH:31]=[CH:30][C:29]3[C:24](=[CH:25][CH:26]=[CH:27][CH:28]=3)[N:23]=2)[CH:14]=1. The yield is 0.0789. (8) The catalyst is O.CCO. The product is [C:17]([O:16][C:14](=[O:15])[CH2:13][CH2:12][CH2:11][CH2:10][CH2:9][CH:8]([NH:21][C:22](=[O:24])[CH3:23])[C:7]([OH:25])=[O:6])([CH3:20])([CH3:18])[CH3:19]. The yield is 0.930. The reactants are O[Li].O.C([O:6][C:7](=[O:25])[CH:8]([NH:21][C:22](=[O:24])[CH3:23])[CH2:9][CH2:10][CH2:11][CH2:12][CH2:13][C:14]([O:16][C:17]([CH3:20])([CH3:19])[CH3:18])=[O:15])C.C(O)(=O)CC(CC(O)=O)(C(O)=O)O.